From a dataset of Catalyst prediction with 721,799 reactions and 888 catalyst types from USPTO. Predict which catalyst facilitates the given reaction. Reactant: C[Si](C)(C)[N-][Si](C)(C)C.[Li+].[N+:11]([CH2:13]S(C1C=CC(C)=CC=1)(=O)=O)#[C-:12].[N+:24]([C:27]1[CH:32]=[CH:31][C:30](/[CH:33]=[CH:34]/[C:35]([O:37][CH2:38][CH3:39])=[O:36])=[CH:29][CH:28]=1)([O-:26])=[O:25].C(=O)(O)[O-].[Na+]. Product: [N+:24]([C:27]1[CH:28]=[CH:29][C:30]([C:33]2[C:34]([C:35]([O:37][CH2:38][CH3:39])=[O:36])=[CH:12][NH:11][CH:13]=2)=[CH:31][CH:32]=1)([O-:26])=[O:25]. The catalyst class is: 1.